From a dataset of Forward reaction prediction with 1.9M reactions from USPTO patents (1976-2016). Predict the product of the given reaction. (1) Given the reactants [N+:1]([C:4]1[CH:9]=[CH:8][C:7]([CH2:10][CH2:11][CH2:12][C:13](Cl)=[O:14])=[CH:6][CH:5]=1)([O-:3])=[O:2].[F:16][C:17]1[CH:22]=[CH:21][CH:20]=[CH:19][CH:18]=1.[Cl-].[Al+3].[Cl-].[Cl-].Cl, predict the reaction product. The product is: [F:16][C:17]1[CH:22]=[CH:21][C:20]([C:13](=[O:14])[CH2:12][CH2:11][CH2:10][C:7]2[CH:8]=[CH:9][C:4]([N+:1]([O-:3])=[O:2])=[CH:5][CH:6]=2)=[CH:19][CH:18]=1. (2) Given the reactants [NH2:1][C:2]1[CH:3]=[N:4][CH:5]=[CH:6][CH:7]=1.C(N(CC)CC)C.[F:15][C:16]1[CH:17]=[N:18][C:19]([O:25][C:26]2[CH:31]=[CH:30][CH:29]=[C:28]([S:32][CH3:33])[CH:27]=2)=[C:20]([CH:24]=1)[C:21](O)=[O:22].Cl.CN(C)CCCN=C=NCC.ON1C2C=CC=CC=2N=N1, predict the reaction product. The product is: [F:15][C:16]1[CH:17]=[N:18][C:19]([O:25][C:26]2[CH:31]=[CH:30][CH:29]=[C:28]([S:32][CH3:33])[CH:27]=2)=[C:20]([CH:24]=1)[C:21]([NH:1][C:2]1[CH:3]=[N:4][CH:5]=[CH:6][CH:7]=1)=[O:22]. (3) Given the reactants [CH2:1]([N:8]=[C:9]=[O:10])[C:2]1[CH:7]=[CH:6][CH:5]=[CH:4][CH:3]=1.C(OC(=O)[NH:17][C@H:18]([C:24]([N:26]1[CH2:30][C:29]([F:32])([F:31])[C:28]([F:34])([F:33])[CH2:27]1)=[O:25])[CH2:19][CH2:20][CH2:21][CH2:22][NH2:23])(C)(C)C.CN1CCOCC1.Cl, predict the reaction product. The product is: [NH2:17][C@H:18]([C:24](=[O:25])[N:26]1[CH2:30][C:29]([F:31])([F:32])[C:28]([F:33])([F:34])[CH2:27]1)[CH2:19][CH2:20][CH2:21][CH2:22][NH:23][C:9]([NH:8][CH2:1][C:2]1[CH:7]=[CH:6][CH:5]=[CH:4][CH:3]=1)=[O:10]. (4) Given the reactants C[O:2][C:3]([C:5]1[N:6]=[C:7]2[N:22]([CH2:23][C:24](=[O:31])[N:25]3[CH2:30][CH2:29][CH2:28][CH2:27][CH2:26]3)[CH:21]=[CH:20][N:8]2[C:9](=[O:19])[C:10]=1[O:11][CH2:12][C:13]1[CH:18]=[CH:17][CH:16]=[CH:15][CH:14]=1)=[O:4].[Li+].[OH-].Cl, predict the reaction product. The product is: [CH2:12]([O:11][C:10]1[C:9](=[O:19])[N:8]2[CH:20]=[CH:21][N:22]([CH2:23][C:24](=[O:31])[N:25]3[CH2:26][CH2:27][CH2:28][CH2:29][CH2:30]3)[C:7]2=[N:6][C:5]=1[C:3]([OH:4])=[O:2])[C:13]1[CH:18]=[CH:17][CH:16]=[CH:15][CH:14]=1. (5) Given the reactants [F:1][C:2]1[C:7]([C:8]2[CH2:9][CH2:10][O:11][CH2:12][CH2:13][CH:14]=2)=[CH:6][CH:5]=[CH:4][N:3]=1.FC1C(C2=CCOCCC2)=CC=CN=1, predict the reaction product. The product is: [F:1][C:2]1[C:7]([CH:8]2[CH2:14][CH2:13][CH2:12][O:11][CH2:10][CH2:9]2)=[CH:6][CH:5]=[CH:4][N:3]=1. (6) Given the reactants O=[C:2]([CH2:8][S:9][C:10]#[N:11])[CH2:3][C:4]([O:6][CH3:7])=[O:5].[CH3:12][NH:13][CH3:14], predict the reaction product. The product is: [CH3:12][N:13]([CH3:14])[C:10]1[S:9][CH:8]=[C:2]([CH2:3][C:4]([O:6][CH3:7])=[O:5])[N:11]=1.